Dataset: NCI-60 drug combinations with 297,098 pairs across 59 cell lines. Task: Regression. Given two drug SMILES strings and cell line genomic features, predict the synergy score measuring deviation from expected non-interaction effect. Drug 1: C#CCC(CC1=CN=C2C(=N1)C(=NC(=N2)N)N)C3=CC=C(C=C3)C(=O)NC(CCC(=O)O)C(=O)O. Drug 2: CC1CCCC2(C(O2)CC(NC(=O)CC(C(C(=O)C(C1O)C)(C)C)O)C(=CC3=CSC(=N3)C)C)C. Cell line: DU-145. Synergy scores: CSS=58.4, Synergy_ZIP=7.48, Synergy_Bliss=5.28, Synergy_Loewe=4.61, Synergy_HSA=4.74.